The task is: Predict the reactants needed to synthesize the given product.. This data is from Full USPTO retrosynthesis dataset with 1.9M reactions from patents (1976-2016). Given the product [C:3]1([C:9]([C:19]2[CH:24]=[CH:23][C:22]([CH:25]=[CH:27][C:28]#[N:29])=[CH:21][CH:20]=2)=[C:10]([C:13]2[CH:18]=[CH:17][CH:16]=[CH:15][CH:14]=2)[CH2:11][CH3:12])[CH:8]=[CH:7][CH:6]=[CH:5][CH:4]=1, predict the reactants needed to synthesize it. The reactants are: [OH-].[K+].[C:3]1(/[C:9](/[C:19]2[CH:24]=[CH:23][C:22]([CH:25]=O)=[CH:21][CH:20]=2)=[C:10](/[C:13]2[CH:18]=[CH:17][CH:16]=[CH:15][CH:14]=2)\[CH2:11][CH3:12])[CH:8]=[CH:7][CH:6]=[CH:5][CH:4]=1.[CH3:27][C:28]#[N:29].